This data is from Drug-target binding data from BindingDB using IC50 measurements. The task is: Regression. Given a target protein amino acid sequence and a drug SMILES string, predict the binding affinity score between them. We predict pIC50 (pIC50 = -log10(IC50 in M); higher means more potent). Dataset: bindingdb_ic50. (1) The pIC50 is 5.1. The small molecule is O=C1C(Cl)=C(N2CCOCC2)C(=O)N1c1ccc(Cl)c(F)c1. The target protein (Q06609) has sequence MAMQMQLEANADTSVEEESFGPQPISRLEQCGINANDVKKLEEAGFHTVEAVAYAPKKELINIKGISEAKADKILAEAAKLVPMGFTTATEFHQRRSEIIQITTGSKELDKLLQGGIETGSITEMFGEFRTGKTQICHTLAVTCQLPIDRGGGEGKAMYIDTEGTFRPERLLAVAERYGLSGSDVLDNVAYARAFNTDHQTQLLYQASAMMVESRYALLIVDSATALYRTDYSGRGELSARQMHLARFLRMLLRLADEFGVAVVITNQVVAQVDGAAMFAADPKKPIGGNIIAHASTTRLYLRKGRGETRICKIYDSPCLPEAEAMFAINADGVGDAKD. (2) The compound is CC(=O)[C@H]1CC[C@H]2[C@@H]3CC[C@@H]4C[C@@](O)(C#Cc5ccc(C=O)cc5)CC[C@]4(C)[C@H]3CC[C@]12C. The target protein (P23574) has sequence MGSGKVFLFSPSLLWSQTRGVRLIFLLLTLHLGNCIDKADDEDDEDLTMNKTWVLAPKIHEGDITQILNSLLQGYDNKLRPDIGVRPTVIETDVYVNSIGPVDPINMEYTIDIIFAQTWFDSRLKFNSTMKVLMLNSNMVGKIWIPDTFFRNSRKSDAHWITTPNRLLRIWSDGRVLYTLRLTINAECYLQLHNFPMDEHSCPLEFSSYGYPKNEIEYKWKKPSVEVADPKYWRLYQFAFVGLRNSTEISHTISGDYIIMTIFFDLSRRMGYFTIQTYIPCILTVVLSWVSFWINKDAVPARTSLGITTVLTMTTLSTIARKSLPKVSYVTAMDLFVSVCFIFVFAALMEYGTLHYFTSNNKGKTTRDRKLKSKTSVSPGLHAGSTLIPMNNISMPQGEDDYGYQCLEGKDCATFFCCFEDCRTGSWREGRIHIRIAKIDSYSRIFFPTAFALFNLVYWVGYLYL. The pIC50 is 5.8.